From a dataset of Catalyst prediction with 721,799 reactions and 888 catalyst types from USPTO. Predict which catalyst facilitates the given reaction. (1) Product: [N+:8]([C:3]1[C:2]([NH:11][C@H:12]([CH2:17][C:18]#[CH:19])[C:13]([O:15][CH3:16])=[O:14])=[CH:7][CH:6]=[CH:5][N:4]=1)([O-:10])=[O:9]. The catalyst class is: 3. Reactant: F[C:2]1[C:3]([N+:8]([O-:10])=[O:9])=[N:4][CH:5]=[CH:6][CH:7]=1.[NH2:11][C@H:12]([CH2:17][C:18]#[CH:19])[C:13]([O:15][CH3:16])=[O:14].C(N(CC)CC)C. (2) Reactant: Cl.C(N=C=NCCCN(C)C)C.Cl.Cl.[CH3:15][CH:16]([CH3:35])[C@H:17]([NH2:34])[C:18]([N:20]1[CH2:25][CH2:24][CH:23]([O:26][C:27]2[C:32]([CH3:33])=[N:31][CH:30]=[CH:29][N:28]=2)[CH2:22][CH2:21]1)=[O:19].[OH:36][C:37]1[C:38]([C:47](O)=[O:48])=[N:39][C:40]2[C:45]([N:46]=1)=[CH:44][CH:43]=[CH:42][CH:41]=2.O.ON1C2C=CC=CC=2N=N1.CN1CCOCC1. Product: [OH:36][C:37]1[C:38]([C:47]([NH:34][C@H:17]([C:18]([N:20]2[CH2:21][CH2:22][CH:23]([O:26][C:27]3[C:32]([CH3:33])=[N:31][CH:30]=[CH:29][N:28]=3)[CH2:24][CH2:25]2)=[O:19])[CH:16]([CH3:35])[CH3:15])=[O:48])=[N:39][C:40]2[C:45]([N:46]=1)=[CH:44][CH:43]=[CH:42][CH:41]=2. The catalyst class is: 232. (3) Reactant: Br[C:2]1[CH:7]=[CH:6][C:5]([CH:8]2[O:12][CH2:11][CH2:10][O:9]2)=[CH:4][N:3]=1.[CH3:13][N:14](C=O)C. Product: [O:9]1[CH2:10][CH2:11][O:12][CH:8]1[C:5]1[CH:6]=[CH:7][C:2]([C:13]#[N:14])=[N:3][CH:4]=1. The catalyst class is: 267. (4) The catalyst class is: 8. Product: [NH2:19][C:18]1[N:11]([C:8]2[CH:9]=[CH:10][C:5]([C:4]([O:3][CH2:1][CH3:2])=[O:13])=[CH:6][CH:7]=2)[N:12]=[C:16]([CH:15]([CH3:21])[CH3:14])[CH:17]=1. Reactant: [CH2:1]([O:3][C:4](=[O:13])[C:5]1[CH:10]=[CH:9][C:8]([NH:11][NH2:12])=[CH:7][CH:6]=1)[CH3:2].[CH3:14][CH:15]([CH3:21])[C:16](=O)[CH2:17][C:18]#[N:19].Cl. (5) Reactant: C(O)(C(F)(F)F)=O.[CH3:8][O:9][C:10]1[CH:15]=[C:14]([CH3:16])[C:13]([S:17]([N:20]2[C:28]3[C:23](=[CH:24][CH:25]=[CH:26][CH:27]=3)[CH2:22][C@H:21]2[CH2:29][O:30][CH2:31][C:32]([O:34]C(C)(C)C)=[O:33])(=[O:19])=[O:18])=[C:12]([CH3:39])[CH:11]=1. Product: [CH3:8][O:9][C:10]1[CH:15]=[C:14]([CH3:16])[C:13]([S:17]([N:20]2[C:28]3[C:23](=[CH:24][CH:25]=[CH:26][CH:27]=3)[CH2:22][C@H:21]2[CH2:29][O:30][CH2:31][C:32]([OH:34])=[O:33])(=[O:19])=[O:18])=[C:12]([CH3:39])[CH:11]=1. The catalyst class is: 2. (6) Reactant: [CH3:1][O:2][C:3](=[O:12])[C:4]1[CH:9]=[CH:8][C:7]([I:10])=[C:6]([OH:11])[CH:5]=1.Br[CH2:14][CH2:15][C:16]1[CH:21]=[CH:20][CH:19]=[C:18]([CH3:22])[CH:17]=1.C([O-])([O-])=O.[K+].[K+].CC(=O)OCC. Product: [CH3:1][O:2][C:3](=[O:12])[C:4]1[CH:9]=[CH:8][C:7]([I:10])=[C:6]([O:11][CH2:14][CH2:15][C:16]2[CH:17]=[C:18]([CH3:22])[CH:19]=[CH:20][CH:21]=2)[CH:5]=1. The catalyst class is: 3. (7) Reactant: [C:1]1([CH3:15])[CH:6]=[C:5]([CH3:7])[CH:4]=[C:3]([CH3:8])[C:2]=1[C:9](=[C:13]=[O:14])[C:10](Cl)=[O:11].[CH3:16][C:17]([CH3:37])([CH2:25][S:26][C:27]1[CH:32]=[CH:31][C:30]([C:33]([F:36])([F:35])[F:34])=[CH:29][CH:28]=1)[C:18]([O:20][Si](C)(C)C)=[CH2:19]. Product: [OH:14][C:13]1[CH:19]=[C:18]([C:17]([CH3:37])([CH3:16])[CH2:25][S:26][C:27]2[CH:32]=[CH:31][C:30]([C:33]([F:36])([F:35])[F:34])=[CH:29][CH:28]=2)[O:20][C:10](=[O:11])[C:9]=1[C:2]1[C:3]([CH3:8])=[CH:4][C:5]([CH3:7])=[CH:6][C:1]=1[CH3:15]. The catalyst class is: 113. (8) Reactant: [Cl-].O[NH3+:3].[C:4](=[O:7])([O-])[OH:5].[Na+].CS(C)=O.[OH:13][C:14]([C:17]1[CH:22]=[CH:21][C:20]([N:23]2[C:28](=[O:29])[C:27]([CH2:30][C:31]3[CH:36]=[CH:35][C:34]([C:37]4[C:38]([C:43]#[N:44])=[CH:39][CH:40]=[CH:41][CH:42]=4)=[CH:33][CH:32]=3)=[C:26]([CH2:45][CH2:46][CH3:47])[N:25]3[N:48]=[CH:49][N:50]=[C:24]23)=[CH:19][CH:18]=1)([CH3:16])[CH3:15]. Product: [OH:13][C:14]([C:17]1[CH:22]=[CH:21][C:20]([N:23]2[C:28](=[O:29])[C:27]([CH2:30][C:31]3[CH:36]=[CH:35][C:34]([C:37]4[CH:42]=[CH:41][CH:40]=[CH:39][C:38]=4[C:43]4[NH:3][C:4](=[O:7])[O:5][N:44]=4)=[CH:33][CH:32]=3)=[C:26]([CH2:45][CH2:46][CH3:47])[N:25]3[N:48]=[CH:49][N:50]=[C:24]23)=[CH:19][CH:18]=1)([CH3:16])[CH3:15]. The catalyst class is: 13.